Predict the reactants needed to synthesize the given product. From a dataset of Full USPTO retrosynthesis dataset with 1.9M reactions from patents (1976-2016). (1) The reactants are: [Br:1][C:2]1[CH:3]=[CH:4][C:5]2[C:11](=[O:12])[CH:10]=[C:9]([CH3:13])[CH2:8][O:7][C:6]=2[CH:14]=1. Given the product [Br:1][C:2]1[CH:3]=[CH:4][C:5]2[C:11](=[O:12])[CH2:10][CH:9]([CH3:13])[CH2:8][O:7][C:6]=2[CH:14]=1, predict the reactants needed to synthesize it. (2) Given the product [CH2:2]([O:9][C:10]([C@@H:11]1[CH2:15][CH2:14][CH2:13][N:12]1[C:28](=[O:30])[CH2:27][C:17]1[CH:18]=[CH:19][C:20]([CH2:23][C:24]([N:12]2[CH2:13][CH2:14][CH2:15][C@H:11]2[C:10]([O:9][CH2:2][C:3]2[CH:8]=[CH:7][CH:6]=[CH:5][CH:4]=2)=[O:16])=[O:26])=[CH:21][CH:22]=1)=[O:16])[C:3]1[CH:4]=[CH:5][CH:6]=[CH:7][CH:8]=1, predict the reactants needed to synthesize it. The reactants are: Cl.[CH2:2]([O:9][C:10](=[O:16])[C@@H:11]1[CH2:15][CH2:14][CH2:13][NH:12]1)[C:3]1[CH:8]=[CH:7][CH:6]=[CH:5][CH:4]=1.[C:17]1([CH2:27][C:28]([OH:30])=O)[CH:22]=[CH:21][C:20]([CH2:23][C:24]([OH:26])=O)=[CH:19][CH:18]=1. (3) Given the product [O:17]=[C:12]1[CH2:13][CH2:14][CH2:15][C@H:16]2[C@@H:11]1[CH2:10][CH2:9][N:8]2[C:26]([O:28][C:29]([CH3:30])([CH3:31])[CH3:32])=[O:27], predict the reactants needed to synthesize it. The reactants are: C([N:8]1[C@@H:16]2[C@@H:11]([C:12](=[O:17])[CH2:13][CH2:14][CH2:15]2)[CH2:10][CH2:9]1)C1C=CC=CC=1.[C:26](O[C:26]([O:28][C:29]([CH3:32])([CH3:31])[CH3:30])=[O:27])([O:28][C:29]([CH3:32])([CH3:31])[CH3:30])=[O:27].